This data is from Full USPTO retrosynthesis dataset with 1.9M reactions from patents (1976-2016). The task is: Predict the reactants needed to synthesize the given product. (1) Given the product [CH2:1]([C:3]1[CH:8]=[C:7]([CH3:9])[CH:6]=[C:5]([CH2:10][CH3:11])[C:4]=1[C:12](=[O:16])[C:13]([Cl:26])=[O:14])[CH3:2], predict the reactants needed to synthesize it. The reactants are: [CH2:1]([C:3]1[CH:8]=[C:7]([CH3:9])[CH:6]=[C:5]([CH2:10][CH3:11])[C:4]=1[C:12](=[O:16])[C:13](O)=[O:14])[CH3:2].C1(C)C=CC=CC=1.S(Cl)([Cl:26])=O. (2) Given the product [Cl:1][C:2]1[N:11]=[CH:10][C:9]2[N:8]([C:26]3[CH:31]=[CH:30][CH:29]=[CH:28][CH:27]=3)[C:7](=[O:12])[CH:6]([CH3:13])[N:5]([CH2:14][CH2:15][CH:16]([CH3:18])[CH3:17])[C:4]=2[N:3]=1, predict the reactants needed to synthesize it. The reactants are: [Cl:1][C:2]1[N:11]=[CH:10][C:9]2[NH:8][C:7](=[O:12])[CH:6]([CH3:13])[N:5]([CH2:14][CH2:15][CH:16]([CH3:18])[CH3:17])[C:4]=2[N:3]=1.C(N(CC)CC)C.[C:26]1(B(O)O)[CH:31]=[CH:30][CH:29]=[CH:28][CH:27]=1.